This data is from Full USPTO retrosynthesis dataset with 1.9M reactions from patents (1976-2016). The task is: Predict the reactants needed to synthesize the given product. (1) Given the product [OH:14][CH2:13][CH:11]1[CH2:12][N:9]([C:15]([O:17][C:18]([CH3:21])([CH3:20])[CH3:19])=[O:16])[CH2:10]1, predict the reactants needed to synthesize it. The reactants are: CCN(CC)CC.Cl.[NH:9]1[CH2:12][CH:11]([CH2:13][OH:14])[CH2:10]1.[C:15](O[C:15]([O:17][C:18]([CH3:21])([CH3:20])[CH3:19])=[O:16])([O:17][C:18]([CH3:21])([CH3:20])[CH3:19])=[O:16]. (2) Given the product [CH2:21]([O:20][C:18](=[O:19])[CH:17]([N:3]1[CH2:4][CH2:5][NH:6][CH2:7][CH2:8][NH:9][CH2:10][C:11]2[N:15]=[C:1]([CH:14]=[CH:13][CH:12]=2)[CH2:2]1)[CH2:23][CH2:24][C:25]([O:27][CH2:29][CH3:30])=[O:26])[CH3:22], predict the reactants needed to synthesize it. The reactants are: [C:1]12[N:15]=[C:11]([CH:12]=[CH:13][CH:14]=1)[CH2:10][NH:9][CH2:8][CH2:7][NH:6][CH2:5][CH2:4][NH:3][CH2:2]2.Br[CH:17]([CH2:23][CH2:24][C:25]([O-:27])=[O:26])[C:18]([O:20][CH2:21][CH3:22])=[O:19].O.[C:29](#N)[CH3:30]. (3) The reactants are: C(O[C:4]([C:6]1[C:7]([OH:23])=[C:8]2[C:15]([C:16]3[CH:21]=[CH:20][C:19]([F:22])=[CH:18][CH:17]=3)=[N:14][S:13][C:9]2=[C:10]([CH3:12])[N:11]=1)=[O:5])C.[NH2:24][CH2:25][C:26]([OH:28])=[O:27]. Given the product [F:22][C:19]1[CH:20]=[CH:21][C:16]([C:15]2[C:8]3[C:9](=[C:10]([CH3:12])[N:11]=[C:6]([C:4]([NH:24][CH2:25][C:26]([OH:28])=[O:27])=[O:5])[C:7]=3[OH:23])[S:13][N:14]=2)=[CH:17][CH:18]=1, predict the reactants needed to synthesize it. (4) Given the product [Cl:1][C:2]1[CH:9]=[CH:8][C:5]([C:6]([NH:11][OH:12])=[NH:7])=[CH:4][CH:3]=1, predict the reactants needed to synthesize it. The reactants are: [Cl:1][C:2]1[CH:9]=[CH:8][C:5]([C:6]#[N:7])=[CH:4][CH:3]=1.Cl.[NH2:11][OH:12].C(=O)([O-])[O-].[Na+].[Na+].[Cl-].[Na+]. (5) Given the product [N:31]([C:6]1[CH:10]=[CH:11][C:3]([O:2][CH3:1])=[N:4][CH:5]=1)=[C:34]=[O:19], predict the reactants needed to synthesize it. The reactants are: [CH3:1][O:2][C:3]1[CH:11]=[CH:10][C:6](C(O)=O)=[CH:5][N:4]=1.C1(P(N=[N+]=[N-])(C2C=CC=CC=2)=[O:19])C=CC=CC=1.C([N:31]([CH2:34]C)CC)C. (6) Given the product [CH3:3][O:4][C:5]1[CH:6]=[CH:7][C:8]([C:11]2[CH:16]=[CH:15][C:14]([C:17]([OH:19])=[O:18])=[C:13]([N+:21]([O-:23])=[O:22])[CH:12]=2)=[CH:9][CH:10]=1, predict the reactants needed to synthesize it. The reactants are: [OH-].[Li+].[CH3:3][O:4][C:5]1[CH:10]=[CH:9][C:8]([C:11]2[CH:16]=[CH:15][C:14]([C:17]([O:19]C)=[O:18])=[C:13]([N+:21]([O-:23])=[O:22])[CH:12]=2)=[CH:7][CH:6]=1.CO.O. (7) The reactants are: [C:1]([CH2:3][C:4]1([N:17]2[CH2:20][CH:19]([CH2:21][N:22]([C@@H:29]3[CH2:31][C@H:30]3[C:32]3[CH:37]=[CH:36][CH:35]=[CH:34][CH:33]=3)[C:23](=[O:28])[C:24]([F:27])([F:26])[F:25])[CH2:18]2)[CH2:9][CH2:8][N:7](C(OC(C)(C)C)=O)[CH2:6][CH2:5]1)#[N:2].C(O)(C(F)(F)F)=O. Given the product [C:1]([CH2:3][C:4]1([N:17]2[CH2:20][CH:19]([CH2:21][N:22]([C@@H:29]3[CH2:31][C@H:30]3[C:32]3[CH:37]=[CH:36][CH:35]=[CH:34][CH:33]=3)[C:23](=[O:28])[C:24]([F:26])([F:25])[F:27])[CH2:18]2)[CH2:5][CH2:6][NH:7][CH2:8][CH2:9]1)#[N:2], predict the reactants needed to synthesize it.